This data is from Reaction yield outcomes from USPTO patents with 853,638 reactions. The task is: Predict the reaction yield, written as a fraction of the theoretical maximum amount of product (1.0 means a 100% yield; for example, 0.34 means a 34% yield). (1) The catalyst is C(OCC)(=O)C. The product is [C:25]([O:29][C:30](=[O:37])[CH2:31][C@H:32]([NH:36][S:21]([C:13]1[CH:14]=[CH:15][C:16]([N+:18]([O-:20])=[O:19])=[CH:17][C:12]=1[O:11][CH2:4][C:5]1[CH:10]=[CH:9][CH:8]=[CH:7][CH:6]=1)(=[O:23])=[O:22])[C:33]([NH2:35])=[O:34])([CH3:28])([CH3:26])[CH3:27]. The yield is 0.430. The reactants are C(Cl)Cl.[CH2:4]([O:11][C:12]1[CH:17]=[C:16]([N+:18]([O-:20])=[O:19])[CH:15]=[CH:14][C:13]=1[S:21](Cl)(=[O:23])=[O:22])[C:5]1[CH:10]=[CH:9][CH:8]=[CH:7][CH:6]=1.[C:25]([O:29][C:30](=[O:37])[CH2:31][C@H:32]([NH2:36])[C:33]([NH2:35])=[O:34])([CH3:28])([CH3:27])[CH3:26].N1C=CC=CC=1. (2) The reactants are [C:1](OO)(=O)[CH3:2].[C:6]([O:14][CH:15]([C:24]1[CH:29]=[CH:28][CH:27]=[CH:26][CH:25]=1)C(=O)C1C=CC=CC=1)(=[O:13])[C:7]1[CH:12]=[CH:11][CH:10]=[CH:9][CH:8]=1.[C:30]([O-:33])([O-])=[O:31].[Na+].[Na+]. The catalyst is ClCCl. The product is [C:30]([O:33][CH:15]([O:14][C:6](=[O:13])[C:7]1[CH:8]=[CH:9][CH:10]=[CH:11][CH:12]=1)[C:24]1[CH:25]=[CH:26][CH:27]=[CH:28][CH:29]=1)(=[O:31])[C:2]1[CH:1]=[CH:9][CH:8]=[CH:7][CH:6]=1. The yield is 0.790. (3) The reactants are [OH:1][C:2]1[CH:11]=[CH:10][C:5]([C:6]([NH:8][NH2:9])=[O:7])=[CH:4][CH:3]=1.[CH3:12][C:13]1[CH:14]=[C:15]([CH:19]=O)[O:16][C:17]=1[CH3:18]. The catalyst is C(O)(=O)C.CCO. The product is [CH3:12][C:13]1[CH:14]=[C:15]([CH:19]=[N:9][NH:8][C:6](=[O:7])[C:5]2[CH:10]=[CH:11][C:2]([OH:1])=[CH:3][CH:4]=2)[O:16][C:17]=1[CH3:18]. The yield is 0.900. (4) The reactants are [NH2:1][C:2]1[CH:7]=[CH:6][CH:5]=[CH:4][C:3]=1[NH2:8].[N:9]([O-])=O.[Na+].OS(O)(=O)=O. The catalyst is S([O-])([O-])(=O)=O.[NH+]1NN=C2C=CC=CC=12.[NH+]1NN=C2C=CC=CC=12.O. The product is [NH:1]1[C:2]2[CH:7]=[CH:6][CH:5]=[CH:4][C:3]=2[N:8]=[N:9]1. The yield is 0.980. (5) The reactants are C([C:3]1[C:4]([OH:32])=[CH:5][CH:6]=[C:7]2[C:12]=1[O:11][C:10](=[O:13])[C:9]([C:14]1[CH:30]=[CH:29][C:17]([C:18]([NH:20][CH2:21][CH2:22][N:23]3[CH2:28][CH2:27][O:26][CH2:25][CH2:24]3)=[O:19])=[CH:16][CH:15]=1)=[C:8]2[CH3:31])=O.OC1C=CC2N=C(C3C=CC(C(N4CCN(C)CC4)=O)=CC=3)C=CC=2C=1C=O. The catalyst is CS(O)(=O)=O. The product is [OH:32][C:4]1[CH:3]=[C:12]2[C:7]([C:8]([CH3:31])=[C:9]([C:14]3[CH:15]=[CH:16][C:17]([C:18]([NH:20][CH2:21][CH2:22][N:23]4[CH2:24][CH2:25][O:26][CH2:27][CH2:28]4)=[O:19])=[CH:29][CH:30]=3)[C:10](=[O:13])[O:11]2)=[CH:6][CH:5]=1. The yield is 0.180. (6) The reactants are [Cl-].[Cl-].[Cl-].[Al+3].[Br:5][C:6]1[CH:11]=[CH:10][CH:9]=[CH:8][CH:7]=1.[C:12]1(=[O:18])[O:17][C:15](=[O:16])[CH2:14][CH2:13]1.Cl. The catalyst is ClCCl. The product is [Br:5][C:6]1[CH:11]=[CH:10][C:9]([C:12](=[O:18])[CH2:13][CH2:14][C:15]([OH:17])=[O:16])=[CH:8][CH:7]=1. The yield is 0.820.